Dataset: Full USPTO retrosynthesis dataset with 1.9M reactions from patents (1976-2016). Task: Predict the reactants needed to synthesize the given product. (1) Given the product [CH2:22]([N:11]1[CH2:10][CH2:9][C:8]2[C:7]([C:1]3[CH:2]=[CH:3][CH:4]=[CH:5][CH:6]=3)=[CH:16][C:15]3[C:17](=[O:21])[C:18](=[O:20])[NH:19][C:14]=3[C:13]=2[CH2:12]1)[C:23]1[CH:28]=[CH:27][CH:26]=[CH:25][CH:24]=1, predict the reactants needed to synthesize it. The reactants are: [C:1]1([C:7]2[C:8]3[CH2:9][CH2:10][NH:11][CH2:12][C:13]=3[C:14]3[NH:19][C:18](=[O:20])[C:17](=[O:21])[C:15]=3[CH:16]=2)[CH:6]=[CH:5][CH:4]=[CH:3][CH:2]=1.[CH2:22](Br)[C:23]1[CH:28]=[CH:27][CH:26]=[CH:25][CH:24]=1. (2) Given the product [N:12]1[CH:11]=[CH:10][CH:9]=[N:8][C:7]=1[N:1]1[CH2:6][CH2:5][N:4]([S:13]([NH2:16])(=[O:15])=[O:14])[CH2:3][CH2:2]1, predict the reactants needed to synthesize it. The reactants are: [N:1]1([C:7]2[N:12]=[CH:11][CH:10]=[CH:9][N:8]=2)[CH2:6][CH2:5][NH:4][CH2:3][CH2:2]1.[S:13](N)([NH2:16])(=[O:15])=[O:14]. (3) Given the product [Cl:1][C:2]1[CH:3]=[CH:4][C:5]2[N:11]3[CH:12]=[CH:13][CH:14]=[C:10]3[C@@H:9]([CH2:15][CH2:16][N:17]3[NH:21][N:20]=[C:19]([S:22][C:23]([CH3:30])([CH3:29])[C:24]([OH:26])=[O:25])[NH:18]3)[O:8][C@H:7]([C:31]3[CH:36]=[CH:35][CH:34]=[C:33]([O:37][CH3:38])[C:32]=3[O:39][CH3:40])[C:6]=2[CH:41]=1, predict the reactants needed to synthesize it. The reactants are: [Cl:1][C:2]1[CH:3]=[CH:4][C:5]2[N:11]3[CH:12]=[CH:13][CH:14]=[C:10]3[C@@H:9]([CH2:15][CH2:16][N:17]3[NH:21][N:20]=[C:19]([S:22][C:23]([CH3:30])([CH3:29])[C:24]([O:26]CC)=[O:25])[NH:18]3)[O:8][C@H:7]([C:31]3[CH:36]=[CH:35][CH:34]=[C:33]([O:37][CH3:38])[C:32]=3[O:39][CH3:40])[C:6]=2[CH:41]=1.[OH-].[Na+].